Dataset: Reaction yield outcomes from USPTO patents with 853,638 reactions. Task: Predict the reaction yield, written as a fraction of the theoretical maximum amount of product (1.0 means a 100% yield; for example, 0.34 means a 34% yield). (1) The reactants are [Cl:1][C:2]1[C:3]([C:8]([C:10]([F:13])([F:12])[F:11])=[CH2:9])=[N:4][CH:5]=[CH:6][CH:7]=1.[Si:14]([O:21][C:22](=[CH2:28])/[CH:23]=[CH:24]/[N:25]([CH3:27])[CH3:26])([C:17]([CH3:20])([CH3:19])[CH3:18])([CH3:16])[CH3:15]. The catalyst is C1(C)C=CC=CC=1. The product is [Si:14]([O:21][C:22]1[CH2:28][CH2:9][C:8]([C:3]2[C:2]([Cl:1])=[CH:7][CH:6]=[CH:5][N:4]=2)([C:10]([F:11])([F:13])[F:12])[CH:24]([N:25]([CH3:27])[CH3:26])[CH:23]=1)([C:17]([CH3:20])([CH3:19])[CH3:18])([CH3:16])[CH3:15]. The yield is 0.614. (2) The reactants are [Br:1][C:2]1[CH:3]=[CH:4][CH:5]=[C:6]2[C:11]=1[N:10]=[C:9](Cl)[N:8]([CH:13]1[CH2:15][CH2:14]1)[C:7]2=[O:16].Cl.[CH3:18][C:19]1([NH2:22])[CH2:21][CH2:20]1.CCN(CC)CC.O. The catalyst is CS(C)=O.CCOC(C)=O. The product is [Br:1][C:2]1[CH:3]=[CH:4][CH:5]=[C:6]2[C:11]=1[N:10]=[C:9]([NH:22][C:19]1([CH3:18])[CH2:21][CH2:20]1)[N:8]([CH:13]1[CH2:15][CH2:14]1)[C:7]2=[O:16]. The yield is 0.760. (3) The reactants are [Br:1][C:2]1[CH:7]=[CH:6][C:5]([NH:8][C:9]([C:11]2[N:12](COCC[Si](C)(C)C)[CH:13]=[C:14]([C:16]#[N:17])[N:15]=2)=[O:10])=[C:4]([C:26]2[CH2:31][CH2:30][C:29]([CH3:33])([CH3:32])[CH2:28][CH:27]=2)[CH:3]=1.CCO.C(O)(C(F)(F)F)=O. The catalyst is C(Cl)Cl. The product is [Br:1][C:2]1[CH:7]=[CH:6][C:5]([NH:8][C:9]([C:11]2[NH:12][CH:13]=[C:14]([C:16]#[N:17])[N:15]=2)=[O:10])=[C:4]([C:26]2[CH2:31][CH2:30][C:29]([CH3:33])([CH3:32])[CH2:28][CH:27]=2)[CH:3]=1. The yield is 0.950. (4) The reactants are Cl[C:2]1[C:3]([C:26]2[CH:27]=[N:28][N:29]3[CH:34]=[CH:33][CH:32]=[CH:31][C:30]=23)=[N:4][C:5]([NH:8][C:9]2[C:14]([O:15][CH3:16])=[CH:13][C:12]([N:17]3[CH2:21][CH2:20][C@@H:19]([N:22]([CH3:24])[CH3:23])[CH2:18]3)=[C:11]([NH2:25])[CH:10]=2)=[N:6][CH:7]=1.C1(P(C2CCCCC2)C2C=CC=CC=2C2C(CCC)=CC(CCC)=CC=2CCC)CCCCC1.C[C:70]([N:72](C)C)=O. The catalyst is [C-]#N.[Zn+2].[C-]#N.[Zn]. The product is [NH2:25][C:11]1[C:12]([N:17]2[CH2:21][CH2:20][C@@H:19]([N:22]([CH3:24])[CH3:23])[CH2:18]2)=[CH:13][C:14]([O:15][CH3:16])=[C:9]([NH:8][C:5]2[N:4]=[C:3]([C:26]3[CH:27]=[N:28][N:29]4[CH:34]=[CH:33][CH:32]=[CH:31][C:30]=34)[C:2]([C:70]#[N:72])=[CH:7][N:6]=2)[CH:10]=1. The yield is 0.650. (5) The reactants are [Cl-].C1([P+](C2C=CC=CC=2)(C2C=CC=CC=2)[CH2:9][O:10][CH3:11])C=CC=CC=1.CC(C)([O-])C.[K+].[Cl:30][C:31]1[CH:40]=[CH:39][C:38]2[S:41][C:42](=[O:43])[N:36]3[C:37]=2[C:32]=1[C:33](=O)[CH2:34][CH2:35]3. The catalyst is O1CCOCC1. The product is [Cl:30][C:31]1[CH:40]=[CH:39][C:38]2[S:41][C:42](=[O:43])[N:36]3[C:37]=2[C:32]=1[C:33](=[CH:9][O:10][CH3:11])[CH2:34][CH2:35]3. The yield is 0.890. (6) The reactants are [Cl:1][C:2]1[CH:7]=[CH:6][C:5]([C@@:8]2([C:26]#[N:27])[C@H:12]([CH2:13][C:14]([CH3:17])([CH3:16])[CH3:15])[CH2:11][NH:10][C@@H:9]2[C:18]2[CH:23]=[CH:22][CH:21]=[C:20]([Cl:24])[C:19]=2[Cl:25])=[C:4]([F:28])[CH:3]=1.[CH3:29][O:30][C:31](=[O:41])[C:32]1[CH:37]=[CH:36][C:35]([N:38]=[C:39]=[O:40])=[CH:34][CH:33]=1. The catalyst is C(Cl)Cl. The product is [CH3:29][O:30][C:31](=[O:41])[C:32]1[CH:33]=[CH:34][C:35]([NH:38][C:39]([N:10]2[CH2:11][C@@H:12]([CH2:13][C:14]([CH3:17])([CH3:16])[CH3:15])[C@@:8]([C:5]3[CH:6]=[CH:7][C:2]([Cl:1])=[CH:3][C:4]=3[F:28])([C:26]#[N:27])[C@H:9]2[C:18]2[CH:23]=[CH:22][CH:21]=[C:20]([Cl:24])[C:19]=2[Cl:25])=[O:40])=[CH:36][CH:37]=1. The yield is 0.799.